Dataset: Experimentally validated miRNA-target interactions with 360,000+ pairs, plus equal number of negative samples. Task: Binary Classification. Given a miRNA mature sequence and a target amino acid sequence, predict their likelihood of interaction. (1) The miRNA is hsa-miR-4260 with sequence CUUGGGGCAUGGAGUCCCA. The protein sequence of the target gene is METDAPQPGLASPDSPHDPCKMFIGGLSWQTTQEGLREYFGQFGEVKECLVMRDPLTKRSRGFGFVTFMDQAGVDKVLAQSRHELDSKTIDPKVAFPRRAQPKMVTRTKKIFVGGLSVNTTVEDVKQYFEQFGKVDDAMLMFDKTTNRHRGFGFVTFESEDIVEKVCEIHFHEINNKMVECKKAQPKEVMSPTGSARGRSRVMPYGMDAFMLGIGMLGYPGFQATTYASRSYTGLAPGYTYQFPEFRVERTPLPSAPVLPELTAIPLTAYGPMAAAAAAAAVVRGTGSHPWTMAPPPGST.... Result: 1 (interaction). (2) The miRNA is hsa-miR-665 with sequence ACCAGGAGGCUGAGGCCCCU. The protein sequence of the target gene is MYRTKVGLKDRQQLYKLIISQLLYDGYISIANGLINEIKPQSVCAPSEQLLHLIKLGMENDDTAVQYAIGRSDTVAPGTGIDLEFDADVQTMSPEASEYETCYVTSHKGPCRVATYSRDGQLIATGSADASIKILDTERMLAKSAMPIEVMMNETAQQNMENHPVIRTLYDHVDEVTCLAFHPTEQILASGSRDYTLKLFDYSKPSAKRAFKYIQEAEMLRSISFHPSGDFILVGTQHPTLRLYDINTFQCFVSCNPQDQHTDAICSVNYNSSANMYVTGSKDGCIKLWDGVSNRCITTF.... Result: 1 (interaction). (3) The miRNA is hsa-miR-4750-5p with sequence CUCGGGCGGAGGUGGUUGAGUG. The protein sequence of the target gene is MGDLPGLVRLSIALRIQPNDGPVFFKVDGQRFGQNRTIKLLTGSSYKVEVKIKPTTLQVENISIGGVLVPLELKGKEPDGERVVYTGIYDTEGVAPTKSGERQPIQITMPFTDIGTFETVWQVKFYNYHKRDHCQWGSPFSVIEYECKPNETRSLMWVNKESFL. Result: 0 (no interaction). (4) The miRNA is hsa-miR-510-3p with sequence AUUGAAACCUCUAAGAGUGGA. The protein sequence of the target gene is MLNSTGELEFSNEEDPEIISQLTSLPLSGGKSSAGVPEKTGYPDSVYVMAANIFQGIRIEKSAQKVLIKYGNEPLRSLSESEDQSFQRLSYELAFSALKYQDILETILIDSCIFPSTTIPDHLSSLIIVMLYDFQDRKFQTRVLSDNEEPISEVQEVENLLNSFKIKLAAALARCRIKHDALSIYHILPETVRKQELRASTLPLYAWINTCKISPEEVYNNLKRRGYNKVKSVLHIDDKVFAVDQHCYDVLIFPSHLKNDLINIDLFKDYKLIFQDKSRSLAVHSVKALLNMDDDVLMVN.... Result: 1 (interaction). (5) The miRNA is hsa-miR-6747-5p with sequence AGGGGUGUGGAAAGAGGCAGAACA. The protein sequence of the target gene is MPAENSPAPAYKVSSHGGDSGLDGLGGPGVQLGSPDKKKRKANTQGPSFPPLSEYAPPPNPNSDHLVAANPFDDNYNTISYKPLPSSNPYLGPGYPGFGGYSTFRMPPHVPPRMSSPYCGPYSLRNQPHPFPQNPLGMGFNRPHAFNFGPHDNSSFGNPSYNNALSQNVNMPNQHFRQNPAENFSQIPPQNASQVSNPDLASNFVPGNNSNFTSPLESNHSFIPPPNTFGQAKAPPPKQDFTQGATKNTNQNSSAHPPHLNMDDTVNQSNIELKNVNRNNAVNQENSRSSSTEATNNNPA.... Result: 1 (interaction). (6) The miRNA is hsa-miR-96-5p with sequence UUUGGCACUAGCACAUUUUUGCU. The protein sequence of the target gene is MARDYDHLFKLLIIGDSGVGKSSLLLRFADNTFSGSYITTIGVDFKIRTVEINGEKVKLQIWDTAGQERFRTITSTYYRGTHGVIVVYDVTSAESFVNVKRWLHEINQNCDDVCRILVGNKNDDPERKVVETEDAYKFAGQMGIQLFETSAKENVNVEEMFNCITELVLRAKKDNLAKQQQQQQNDVVKLTKNSKRKKRCC. Result: 1 (interaction). (7) The miRNA is hsa-miR-380-3p with sequence UAUGUAAUAUGGUCCACAUCUU. The protein sequence of the target gene is MGKDYYQTLGLARGASDEEIKRAYRRQALRYHPDKNKEPGAEEKFKEIAEAYDVLSDPRKREIFDRYGEEGLKGSGPSGGSGGGANGTSFSYTFHGDPHAMFAEFFGGRNPFDTFFGQRNGEEGMDIDDPFSGFPMGMGGFTNVNFGRSRSAQEPARKKQDPPVTHDLRVSLEEIYSGCTKKMKISHKRLNPDGKSIRNEDKILTIEVKKGWKEGTKITFPKEGDQTSNNIPADIVFVLKDKPHNIFKRDGSDVIYPARISLREALCGCTVNVPTLDGRTIPVVFKDVIRPGMRRKVPGE.... Result: 0 (no interaction). (8) The miRNA is mmu-miR-3062-5p with sequence GGAGAAUGUAGUGUUACCGUGA. The protein sequence of the target gene is MREAYLRCWIFSWKNVWVRPCQRLHFKTVLLQGSLLYTALDSYSTVQAAPKSSSGSVKFQGLAETGIMKMDMEDADMTLWTEAEFEEKCTYIVNDHPWDSGADGGTSVQAEASLPRNLLFKYAANNSKEVIGVVSKEYIPKGTRFGPLIGEVYTNDTVPKNANRKYFWRIYSREEFHHFIDGFNEEKSNWMRYVNPAHSAREQNLAACQNGMNIYFYTIKPIPANQELLVWYCRDFAERLHYPYPGELTVINLTQTESNPKQYSSEKNELYPKSVPKREYSVKEILKLDSNPSKRKDIYR.... Result: 0 (no interaction). (9) The miRNA is hsa-miR-548av-5p with sequence AAAAGUACUUGCGGAUUU. The protein sequence of the target gene is MSGVRAVRISIESACEKQVQEVGLDGTETYLQPLSMSQNLARLAQRIDFSQGSGSEEEEAAGPDGDAPDWGGAGADQDDEEGLVKFQPSLWPWDSVRNNLRSALTEMCVLYDVLSIVRDKKFMTLDPVSQDALPPKQSPQTLQLISKKKSLAGAAQILLKGAERLTKSVAENQENKLQRDFNSELLRLRQHWKLRKVGDKILGDLSYRSAGSLFPHHGTFEVIKNTDIDLDKKIPEDYCPLDVQIPSDLEGSAYIKVSIQKQAPDIGDLGTVNLFKRPLPKSKPGSPHWQTKLEAAQNVL.... Result: 0 (no interaction). (10) Result: 1 (interaction). The protein sequence of the target gene is MGGEAGCAAAVGAEGRVKSLGLVFEDERKGCYSSGETVAGHVLLEASEPVALRALRLEAQGRATAAWGPSTCPRASASTAALAVFSEVEYLNVRLSLREPPAGEGIILLQPGKHEFPFRFQLPSEPLVTSFTGKYGSIQYCVRAVLERPKVPDQSVKRELQVVSHVDVNTPALLTPVLKTQEKMVGCWFFTSGPVSLSAKIERKGYCNGEAIPIYAEIENCSSRLIVPKAAIFQTQTYLASGKTKTIRHMVANVRGNHIASGSTDTWNGKTLKIPPVTPSILDCCIIRVDYSLAVYIHIP.... The miRNA is hsa-miR-32-5p with sequence UAUUGCACAUUACUAAGUUGCA.